Dataset: Full USPTO retrosynthesis dataset with 1.9M reactions from patents (1976-2016). Task: Predict the reactants needed to synthesize the given product. Given the product [NH2:50][C:46]1[C:31]2[C:32]([C:36]3[CH:37]=[N:38][C:39]4[C:44]([CH:45]=3)=[CH:43][CH:42]=[CH:41][CH:40]=4)=[C:33]3[N:29]([C:30]=2[N:49]=[CH:48][N:47]=1)[CH2:28][CH:27]([OH:26])[CH2:35][CH2:34]3, predict the reactants needed to synthesize it. The reactants are: [F-].C([N+](CCCC)(CCCC)CCCC)CCC.[Si]([O:26][CH:27]1[CH2:35][CH2:34][C:33]2[N:29]([C:30]3[N:49]=[CH:48][N:47]=[C:46]([NH2:50])[C:31]=3[C:32]=2[C:36]2[CH:37]=[N:38][C:39]3[C:44]([CH:45]=2)=[CH:43][CH:42]=[CH:41][CH:40]=3)[CH2:28]1)(C(C)(C)C)(C)C.